This data is from NCI-60 drug combinations with 297,098 pairs across 59 cell lines. The task is: Regression. Given two drug SMILES strings and cell line genomic features, predict the synergy score measuring deviation from expected non-interaction effect. (1) Synergy scores: CSS=-2.33, Synergy_ZIP=0.722, Synergy_Bliss=0.420, Synergy_Loewe=-2.51, Synergy_HSA=-2.38. Drug 2: C1CNP(=O)(OC1)N(CCCl)CCCl. Drug 1: CC12CCC3C(C1CCC2O)C(CC4=C3C=CC(=C4)O)CCCCCCCCCS(=O)CCCC(C(F)(F)F)(F)F. Cell line: COLO 205. (2) Drug 1: C1=CC(=C2C(=C1NCCNCCO)C(=O)C3=C(C=CC(=C3C2=O)O)O)NCCNCCO. Drug 2: CC(C1=C(C=CC(=C1Cl)F)Cl)OC2=C(N=CC(=C2)C3=CN(N=C3)C4CCNCC4)N. Cell line: MDA-MB-435. Synergy scores: CSS=24.1, Synergy_ZIP=-2.06, Synergy_Bliss=4.82, Synergy_Loewe=-0.420, Synergy_HSA=3.52.